From a dataset of Peptide-MHC class I binding affinity with 185,985 pairs from IEDB/IMGT. Regression. Given a peptide amino acid sequence and an MHC pseudo amino acid sequence, predict their binding affinity value. This is MHC class I binding data. The peptide sequence is DPNPQEVVL. The MHC is HLA-B40:01 with pseudo-sequence HLA-B40:01. The binding affinity (normalized) is 0.